This data is from Forward reaction prediction with 1.9M reactions from USPTO patents (1976-2016). The task is: Predict the product of the given reaction. (1) Given the reactants [Br:1][C:2]1[CH:13]=[CH:12][C:5]([C:6](N(OC)C)=[O:7])=[CH:4][CH:3]=1.[CH2:14]([Mg]Br)[CH2:15][CH3:16], predict the reaction product. The product is: [Br:1][C:2]1[CH:13]=[CH:12][C:5]([C:6](=[O:7])[CH2:14][CH2:15][CH3:16])=[CH:4][CH:3]=1. (2) The product is: [O:29]=[C:28]1[C:27]2[C:22](=[CH:23][CH:24]=[CH:25][CH:26]=2)[C:21](=[O:30])[N:20]1[CH2:19][C@@H:18]([NH:17][C:8]([C:6]1[S:7][C:3]([CH2:1][CH3:2])=[C:4]([C:11]2[N:15]([CH3:16])[N:14]=[CH:13][CH:12]=2)[CH:5]=1)=[O:10])[CH2:31][C:32]1[CH:37]=[CH:36][CH:35]=[CH:34][C:33]=1[C:38]([F:40])([F:39])[F:41]. Given the reactants [CH2:1]([C:3]1[S:7][C:6]([C:8]([OH:10])=O)=[CH:5][C:4]=1[C:11]1[N:15]([CH3:16])[N:14]=[CH:13][CH:12]=1)[CH3:2].[NH2:17][C@@H:18]([CH2:31][C:32]1[CH:37]=[CH:36][CH:35]=[CH:34][C:33]=1[C:38]([F:41])([F:40])[F:39])[CH2:19][N:20]1[C:28](=[O:29])[C:27]2[C:22](=[CH:23][CH:24]=[CH:25][CH:26]=2)[C:21]1=[O:30].C(N(C(C)C)CC)(C)C.F[P-](F)(F)(F)(F)F.Br[P+](N1CCCC1)(N1CCCC1)N1CCCC1, predict the reaction product. (3) Given the reactants [OH:1][C:2]1[CH:7]=[CH:6][CH:5]=[CH:4][C:3]=1[C:8]1[N:9]([CH2:20][CH2:21][C:22]2[CH:27]=[CH:26][CH:25]=[CH:24][CH:23]=2)[C:10](=[O:19])[C:11]2[CH2:18][CH2:17][O:16][CH2:15][CH2:14][C:12]=2[N:13]=1.[H-].[Li+].[Br-].[Li+].Br[CH2:33]CC1C=CC=CC=1, predict the reaction product. The product is: [CH3:33][O:1][C:2]1[CH:7]=[CH:6][CH:5]=[CH:4][C:3]=1[C:8]1[N:9]([CH2:20][CH2:21][C:22]2[CH:23]=[CH:24][CH:25]=[CH:26][CH:27]=2)[C:10](=[O:19])[C:11]2[CH2:18][CH2:17][O:16][CH2:15][CH2:14][C:12]=2[N:13]=1.